This data is from Forward reaction prediction with 1.9M reactions from USPTO patents (1976-2016). The task is: Predict the product of the given reaction. Given the reactants CI.[OH:3][C:4]1[CH:5]=[C:6]([NH:10][C:11](=[O:16])[C:12]([CH3:15])([CH3:14])[CH3:13])[CH:7]=[CH:8][CH:9]=1.[C:17](=O)([O-])[O-].[K+].[K+], predict the reaction product. The product is: [CH3:17][O:3][C:4]1[CH:5]=[C:6]([NH:10][C:11](=[O:16])[C:12]([CH3:13])([CH3:15])[CH3:14])[CH:7]=[CH:8][CH:9]=1.